Dataset: Full USPTO retrosynthesis dataset with 1.9M reactions from patents (1976-2016). Task: Predict the reactants needed to synthesize the given product. (1) Given the product [CH2:62]([C@@H:51]1[N:50]([C:48]([C@@H:45]2[CH2:44][C@H:43]2[C:40]2[CH:41]=[CH:42][CH:37]=[CH:38][CH:39]=2)=[O:49])[CH2:55][C@H:54]([C:56]2[O:60][CH:59]=[N:58][CH:57]=2)[NH:53][C:52]1=[O:61])[CH:63]([CH3:65])[CH3:64], predict the reactants needed to synthesize it. The reactants are: C([C@H]1C(=O)N[C@@H](C2OC=NC=2)CN1C(OC(C)(C)C)=O)C(C)C.C1([C@@H]2C[C@H]2C(O)=O)C=CC=CC=1.F[C:37]1[CH:42]=[CH:41][C:40]([C:43]2ON=[C:45]([C:48]([N:50]3[CH2:55][C@H:54]([C:56]4[O:60][CH:59]=[N:58][CH:57]=4)[NH:53][C:52](=[O:61])[C@@H:51]3[CH2:62][CH:63]([CH3:65])[CH3:64])=[O:49])[CH:44]=2)=[CH:39][CH:38]=1. (2) Given the product [C:49]([O:53][C:54]([N:56]1[C:64]2[C:59](=[CH:60][CH:61]=[CH:62][CH:63]=2)[CH:58]=[C:57]1[C:65]1[CH:70]=[CH:69][CH:68]=[C:67]([NH:71][C:22]([C:17]2[C:18](=[O:21])[O:19][C:20]3[C:15]([CH:16]=2)=[CH:14][CH:13]=[CH:12][C:11]=3[OH:10])=[O:24])[CH:66]=1)=[O:55])([CH3:52])([CH3:50])[CH3:51], predict the reactants needed to synthesize it. The reactants are: CCN(C(C)C)C(C)C.[OH:10][C:11]1[CH:12]=[CH:13][CH:14]=[C:15]2[C:20]=1[O:19][C:18](=[O:21])[C:17]([C:22]([OH:24])=O)=[CH:16]2.CN(C(ON1N=NC2C=CC=NC1=2)=[N+](C)C)C.F[P-](F)(F)(F)(F)F.[C:49]([O:53][C:54]([N:56]1[C:64]2[C:59](=[CH:60][CH:61]=[CH:62][CH:63]=2)[CH:58]=[C:57]1[C:65]1[CH:70]=[CH:69][CH:68]=[C:67]([NH2:71])[CH:66]=1)=[O:55])([CH3:52])([CH3:51])[CH3:50]. (3) Given the product [CH:1]1([C:4]2[NH:8][C:7]3[C:9]([C:14]([NH:24][CH:20]4[CH2:21][CH2:22][CH2:23][N:18]([CH3:17])[CH2:19]4)=[O:16])=[CH:10][CH:11]=[C:12]([OH:13])[C:6]=3[N:5]=2)[CH2:2][CH2:3]1, predict the reactants needed to synthesize it. The reactants are: [CH:1]1([C:4]2[NH:8][C:7]3[C:9]([C:14]([OH:16])=O)=[CH:10][CH:11]=[C:12]([OH:13])[C:6]=3[N:5]=2)[CH2:3][CH2:2]1.[CH3:17][N:18]1[CH2:23][CH2:22][CH2:21][CH:20]([NH2:24])[CH2:19]1. (4) Given the product [CH2:4]=[C:5]1[C:10](=[O:11])[CH:9]2[CH2:12][CH2:13][N:6]1[CH2:7][CH2:8]2, predict the reactants needed to synthesize it. The reactants are: Cl.O.O.[CH2:4]=[C:5]1[C:10](=[O:11])[CH:9]2[CH2:12][CH2:13][N:6]1[CH2:7][CH2:8]2.C([O-])([O-])=O.[K+].[K+].C(Cl)Cl.